From a dataset of Forward reaction prediction with 1.9M reactions from USPTO patents (1976-2016). Predict the product of the given reaction. (1) Given the reactants [Si:1]([O:8][C:9]1[CH:14]=[CH:13][C:12]([CH2:15][CH:16]([OH:21])[C:17]([O:19][CH3:20])=[O:18])=[CH:11][CH:10]=1)([C:4]([CH3:7])([CH3:6])[CH3:5])([CH3:3])[CH3:2].[H-].[Na+].Br[CH2:25][C:26]1[CH:38]=[CH:37][C:29]([C:30]([O:32][C:33]([CH3:36])([CH3:35])[CH3:34])=[O:31])=[CH:28][CH:27]=1, predict the reaction product. The product is: [Si:1]([O:8][C:9]1[CH:10]=[CH:11][C:12]([CH2:15][CH:16]([O:21][CH2:25][C:26]2[CH:27]=[CH:28][C:29]([C:30]([O:32][C:33]([CH3:36])([CH3:35])[CH3:34])=[O:31])=[CH:37][CH:38]=2)[C:17]([O:19][CH3:20])=[O:18])=[CH:13][CH:14]=1)([C:4]([CH3:5])([CH3:7])[CH3:6])([CH3:3])[CH3:2]. (2) Given the reactants [CH:1]([C@H:14]1[O:19][CH2:18][C@@H:17]([NH2:20])[CH2:16][CH2:15]1)([C:8]1[CH:13]=[CH:12][CH:11]=[CH:10][CH:9]=1)[C:2]1[CH:7]=[CH:6][CH:5]=[CH:4][CH:3]=1.[C:21]([C:23]1[CH:30]=[CH:29][C:26]([CH:27]=O)=[CH:25][CH:24]=1)#[N:22].C(O)(=O)C.[BH3-]C#N.[Na+], predict the reaction product. The product is: [CH:1]([C@H:14]1[O:19][CH2:18][C@@H:17]([NH:20][CH2:27][C:26]2[CH:29]=[CH:30][C:23]([C:21]#[N:22])=[CH:24][CH:25]=2)[CH2:16][CH2:15]1)([C:8]1[CH:13]=[CH:12][CH:11]=[CH:10][CH:9]=1)[C:2]1[CH:3]=[CH:4][CH:5]=[CH:6][CH:7]=1. (3) Given the reactants [Cl:1][C:2]1[CH:3]=[CH:4][C:5]([O:25][CH:26]([F:28])[F:27])=[C:6]([C:8]2[C:12]([NH:13][C:14]([C:16]3[CH:17]=[N:18][N:19]4[CH:24]=[CH:23][CH:22]=[N:21][C:20]=34)=[O:15])=[CH:11][NH:10][N:9]=2)[CH:7]=1.Cl[CH2:30][C:31]([N:33]1[CH2:42][CH2:41][C:36]2([O:40][CH2:39][CH2:38][O:37]2)[CH2:35][CH2:34]1)=[O:32].C([O-])([O-])=O.[Cs+].[Cs+], predict the reaction product. The product is: [Cl:1][C:2]1[CH:3]=[CH:4][C:5]([O:25][CH:26]([F:28])[F:27])=[C:6]([C:8]2[C:12]([NH:13][C:14]([C:16]3[CH:17]=[N:18][N:19]4[CH:24]=[CH:23][CH:22]=[N:21][C:20]=34)=[O:15])=[CH:11][N:10]([CH2:30][C:31]([N:33]3[CH2:34][CH2:35][C:36]4([O:40][CH2:39][CH2:38][O:37]4)[CH2:41][CH2:42]3)=[O:32])[N:9]=2)[CH:7]=1. (4) The product is: [C:19]([N:23]1[C:7]([C:8]2[CH:13]=[CH:12][CH:11]=[CH:10][CH:9]=2)=[CH:6][C:5]([C:4]([O:3][CH2:1][CH3:2])=[O:16])=[N:24]1)([CH3:22])([CH3:21])[CH3:20]. Given the reactants [CH2:1]([O:3][C:4](=[O:16])/[C:5](/[O-])=[CH:6]/[C:7](=O)[C:8]1[CH:13]=[CH:12][CH:11]=[CH:10][CH:9]=1)[CH3:2].[Li+].Cl.[C:19]([NH:23][NH2:24])([CH3:22])([CH3:21])[CH3:20], predict the reaction product. (5) Given the reactants [Cl:1][C:2]1[CH:7]=[CH:6][C:5]([CH:8](O)[C:9]2[CH:14]=[CH:13][C:12]([C:15]3[NH:19][C:18]4[CH:20]=[CH:21][C:22]([C:24]([NH2:26])=[O:25])=[CH:23][C:17]=4[N:16]=3)=[CH:11][CH:10]=2)=[CH:4][CH:3]=1.S(Cl)(Cl)=O.[NH:32]1[CH2:37][CH2:36][NH:35][CH2:34][CH2:33]1, predict the reaction product. The product is: [Cl:1][C:2]1[CH:7]=[CH:6][C:5]([CH:8]([N:32]2[CH2:37][CH2:36][NH:35][CH2:34][CH2:33]2)[C:9]2[CH:14]=[CH:13][C:12]([C:15]3[NH:19][C:18]4[CH:20]=[CH:21][C:22]([C:24]([NH2:26])=[O:25])=[CH:23][C:17]=4[N:16]=3)=[CH:11][CH:10]=2)=[CH:4][CH:3]=1. (6) Given the reactants ClC([CH:4]([CH3:10])[C:5]([O:7][CH2:8][CH3:9])=[O:6])=O.[C:11]([NH2:14])(=[S:13])[CH3:12], predict the reaction product. The product is: [CH3:12][C:11]1[S:13][C:4]([C:5]([O:7][CH2:8][CH3:9])=[O:6])=[CH:10][N:14]=1. (7) Given the reactants C([O:5][C:6](=[O:23])[CH2:7][C:8]1([OH:22])[CH2:13][CH:12]2[CH2:14][CH2:15][CH:9]1[CH:10]=[C:11]2[C:16]1[CH:21]=[CH:20][CH:19]=[CH:18][CH:17]=1)(C)(C)C.O[Li].O.O.CO, predict the reaction product. The product is: [OH:22][C:8]1([CH2:7][C:6]([OH:23])=[O:5])[CH2:13][CH:12]2[CH2:14][CH2:15][CH:9]1[CH:10]=[C:11]2[C:16]1[CH:21]=[CH:20][CH:19]=[CH:18][CH:17]=1. (8) Given the reactants [CH2:1]1[C:9]2[C:4](=[CH:5][CH:6]=[CH:7][CH:8]=2)[CH2:3][CH:2]1[C:10]([O:12][CH2:13][CH3:14])=[O:11].C[Si]([N-][Si](C)(C)C)(C)C.[Na+].Br[CH2:26][C:27]([O:29][C:30]([CH3:33])([CH3:32])[CH3:31])=[O:28], predict the reaction product. The product is: [C:30]([O:29][C:27](=[O:28])[CH2:26][C:2]1([C:10]([O:12][CH2:13][CH3:14])=[O:11])[CH2:1][C:9]2[C:4](=[CH:5][CH:6]=[CH:7][CH:8]=2)[CH2:3]1)([CH3:33])([CH3:32])[CH3:31]. (9) Given the reactants [NH2:1][C:2]1[N:13]=[CH:12][C:11]([C:14]2[CH:19]=[CH:18][CH:17]=[C:16]([S:20](=[O:26])(=[O:25])[NH:21][CH:22]3[CH2:24][CH2:23]3)[CH:15]=2)=[CH:10][C:3]=1[C:4](N(OC)C)=[O:5].[C:27]([C:31]1[CH:36]=[CH:35][C:34]([Mg]Br)=[CH:33][CH:32]=1)([CH3:30])([CH3:29])[CH3:28], predict the reaction product. The product is: [NH2:1][C:2]1[N:13]=[CH:12][C:11]([C:14]2[CH:15]=[C:16]([S:20]([NH:21][CH:22]3[CH2:23][CH2:24]3)(=[O:25])=[O:26])[CH:17]=[CH:18][CH:19]=2)=[CH:10][C:3]=1[C:4](=[O:5])[C:34]1[CH:35]=[CH:36][C:31]([C:27]([CH3:30])([CH3:29])[CH3:28])=[CH:32][CH:33]=1. (10) Given the reactants [F:1][C:2]1[CH:3]=[C:4]([CH:29]=[C:30]([N:32]2[CH2:37][CH2:36][O:35][CH2:34][CH2:33]2)[CH:31]=1)[C:5]([NH:7][C:8]1[C:17]2[C:12](=[CH:13][CH:14]=[CH:15][CH:16]=2)[C:11]([O:18][C:19]2[CH:24]=[CH:23][N:22]=[C:21](S(C)(=O)=O)[N:20]=2)=[CH:10][CH:9]=1)=[O:6].[CH3:38][N:39]1[CH2:44][CH2:43][NH:42][CH2:41][CH2:40]1, predict the reaction product. The product is: [F:1][C:2]1[CH:3]=[C:4]([CH:29]=[C:30]([N:32]2[CH2:37][CH2:36][O:35][CH2:34][CH2:33]2)[CH:31]=1)[C:5]([NH:7][C:8]1[C:17]2[C:12](=[CH:13][CH:14]=[CH:15][CH:16]=2)[C:11]([O:18][C:19]2[CH:24]=[CH:23][N:22]=[C:21]([N:42]3[CH2:43][CH2:44][N:39]([CH3:38])[CH2:40][CH2:41]3)[N:20]=2)=[CH:10][CH:9]=1)=[O:6].